From a dataset of Catalyst prediction with 721,799 reactions and 888 catalyst types from USPTO. Predict which catalyst facilitates the given reaction. Reactant: [NH2:1][C:2]1[CH:7]=[CH:6][CH:5]=[CH:4][C:3]=1[C:8]([C:10]1[CH:15]=[CH:14][C:13]([F:16])=[CH:12][CH:11]=1)=[O:9].[N:17]1([CH:26]([NH:30][C:31]([O:33][CH2:34][CH3:35])=[O:32])[C:27](O)=[O:28])[C:21]2[CH:22]=[CH:23][CH:24]=[CH:25][C:20]=2[N:19]=[N:18]1.CCN=C=NCCCN(C)C.CCN(C(C)C)C(C)C. Product: [N:17]1([CH:26]([NH:30][C:31](=[O:32])[O:33][CH2:34][CH3:35])[C:27]([NH:1][C:2]2[CH:7]=[CH:6][CH:5]=[CH:4][C:3]=2[C:8]([C:10]2[CH:15]=[CH:14][C:13]([F:16])=[CH:12][CH:11]=2)=[O:9])=[O:28])[C:21]2[CH:22]=[CH:23][CH:24]=[CH:25][C:20]=2[N:19]=[N:18]1. The catalyst class is: 2.